Dataset: Full USPTO retrosynthesis dataset with 1.9M reactions from patents (1976-2016). Task: Predict the reactants needed to synthesize the given product. (1) Given the product [Cl:1][C:2]1[CH:7]=[CH:6][C:5]([C:8]2[N:32]([CH:29]3[CH2:31][CH2:30]3)[C:22]([C:21]3[C:20]([Cl:19])=[CH:27][CH:26]=[CH:25][C:24]=3[Cl:28])=[N:10][C:9]=2[C:12]2[CH:17]=[CH:16][N:15]=[CH:14][CH:13]=2)=[CH:4][CH:3]=1, predict the reactants needed to synthesize it. The reactants are: [Cl:1][C:2]1[CH:7]=[CH:6][C:5]([C:8](=O)[C:9]([C:12]2[CH:17]=[CH:16][N:15]=[CH:14][CH:13]=2)=[N:10]O)=[CH:4][CH:3]=1.[Cl:19][C:20]1[CH:27]=[CH:26][CH:25]=[C:24]([Cl:28])[C:21]=1[CH:22]=O.[CH:29]1([NH2:32])[CH2:31][CH2:30]1.N.P(Cl)(Cl)Cl. (2) The reactants are: C([O:3][C:4]([C@@:6]1([NH:12][C:13]([O:15][C:16]([CH3:19])([CH3:18])[CH3:17])=[O:14])[CH2:8][C@H:7]1C1CC1)=[O:5])C.[H-].[Na+].ClC1N=C(C2SC=CC=2)C=CN=1. Given the product [C:16]([O:15][C:13]([NH:12][C:6]1([C:4]([OH:5])=[O:3])[CH2:8][CH2:7]1)=[O:14])([CH3:19])([CH3:17])[CH3:18], predict the reactants needed to synthesize it. (3) Given the product [Cl:9][C:6]1[CH:7]=[CH:8][C:3]([O:2][CH3:1])=[C:4]([C:26]2[N:31]=[C:30]([C:32]([OH:34])=[O:33])[CH:29]=[CH:28][CH:27]=2)[CH:5]=1, predict the reactants needed to synthesize it. The reactants are: [CH3:1][O:2][C:3]1[CH:8]=[CH:7][C:6]([Cl:9])=[CH:5][C:4]=1B(O)O.C(C1C=CC(B(O)O)=CC=1)(O)=O.Br[C:26]1[N:31]=[C:30]([C:32]([OH:34])=[O:33])[CH:29]=[CH:28][CH:27]=1.